Dataset: Full USPTO retrosynthesis dataset with 1.9M reactions from patents (1976-2016). Task: Predict the reactants needed to synthesize the given product. (1) The reactants are: Br[C:2]1[CH:3]=[C:4]([CH:8]([OH:18])[CH2:9][CH2:10][NH:11][C:12](=[O:17])[C:13]([F:16])([F:15])[F:14])[CH:5]=[CH:6][CH:7]=1.[CH2:19]([CH:23]1[CH2:27][CH2:26][CH2:25][CH2:24]1)[CH2:20][C:21]#[CH:22]. Given the product [CH:23]1([CH2:19][CH2:20][C:21]#[C:22][C:2]2[CH:3]=[C:4]([CH:8]([OH:18])[CH2:9][CH2:10][NH:11][C:12](=[O:17])[C:13]([F:16])([F:15])[F:14])[CH:5]=[CH:6][CH:7]=2)[CH2:27][CH2:26][CH2:25][CH2:24]1, predict the reactants needed to synthesize it. (2) Given the product [F:16][C:13]1[CH:12]=[CH:11][C:10]([C:8]2[NH:3][C:2](=[S:1])[NH:6][C:7]=2[C:17]2[CH:22]=[CH:21][N:20]=[C:19]([O:23][CH3:24])[CH:18]=2)=[CH:15][CH:14]=1, predict the reactants needed to synthesize it. The reactants are: [S-:1][C:2]#[N:3].[K+].Cl.[NH2:6][CH:7]([C:17]1[CH:22]=[CH:21][N:20]=[C:19]([O:23][CH3:24])[CH:18]=1)[C:8]([C:10]1[CH:15]=[CH:14][C:13]([F:16])=[CH:12][CH:11]=1)=O.C([O-])(O)=O.[Na+]. (3) Given the product [CH2:1]([O:3][C:4](=[O:17])[C:5]([C:6]1[CH:11]=[CH:10][C:9]([C:12]([F:15])([F:14])[F:13])=[CH:8][CH:7]=1)=[C:40]([Cl:42])[Cl:41])[CH3:2], predict the reactants needed to synthesize it. The reactants are: [CH2:1]([O:3][C:4](=[O:17])[C:5](=O)[C:6]1[CH:11]=[CH:10][C:9]([C:12]([F:15])([F:14])[F:13])=[CH:8][CH:7]=1)[CH3:2].C1(P(C2C=CC=CC=2)C2C=CC=CC=2)C=CC=CC=1.C(#N)C.[C:40](Cl)(Cl)([Cl:42])[Cl:41]. (4) Given the product [F:1][C:2]1[CH:3]=[C:4]([CH:29]=[CH:30][C:31]=1[F:32])[O:5][CH:6]1[CH2:7][CH2:8][N:9]([C:12](=[O:28])[C@@H:13]([NH2:20])[C:14]2[CH:19]=[CH:18][CH:17]=[CH:16][CH:15]=2)[CH2:10][CH2:11]1, predict the reactants needed to synthesize it. The reactants are: [F:1][C:2]1[CH:3]=[C:4]([CH:29]=[CH:30][C:31]=1[F:32])[O:5][CH:6]1[CH2:11][CH2:10][N:9]([C:12](=[O:28])[C@@H:13]([NH:20]C(=O)OC(C)(C)C)[C:14]2[CH:19]=[CH:18][CH:17]=[CH:16][CH:15]=2)[CH2:8][CH2:7]1.FC(F)(F)C(O)=O. (5) Given the product [OH:1][CH:2]1[C:6]2([CH2:7][CH2:8][NH:9][CH2:10][CH2:11]2)[C:5](=[O:19])[N:4]([C:20]2[CH2:21][O:22][C:23](=[O:26])[C:24]=2[CH3:25])[CH2:3]1, predict the reactants needed to synthesize it. The reactants are: [OH:1][CH:2]1[C:6]2([CH2:11][CH2:10][N:9](C(OC(C)(C)C)=O)[CH2:8][CH2:7]2)[C:5](=[O:19])[N:4]([C:20]2[CH2:21][O:22][C:23](=[O:26])[C:24]=2[CH3:25])[CH2:3]1.C(O)(C(F)(F)F)=O. (6) Given the product [F:11][C:10]1[C:9]([C:12]2[CH:17]=[CH:16][CH:15]=[CH:14][CH:13]=2)=[C:8]([CH3:18])[C:7]([C:19]#[N:20])=[C:5]2[C:4]=1[O:3][C:2]([N:24]([CH3:25])[CH3:21])=[N:6]2, predict the reactants needed to synthesize it. The reactants are: Cl[C:2]1[O:3][C:4]2[C:5](=[C:7]([C:19]#[N:20])[C:8]([CH3:18])=[C:9]([C:12]3[CH:17]=[CH:16][CH:15]=[CH:14][CH:13]=3)[C:10]=2[F:11])[N:6]=1.[CH:21]([N:24](C(C)C)[CH2:25]C)(C)C.CNC. (7) Given the product [CH2:1]([NH:3][C:4](=[O:33])[NH:5][CH2:6][C:7]1[CH:8]=[C:9]([C:13]2[CH:18]=[CH:17][C:16]([C:19]([CH3:30])([CH3:31])[CH2:20][CH2:21][CH2:22][NH:23][C:24]([N:34]3[CH2:39][CH2:38][O:37][CH2:36][CH2:35]3)=[O:29])=[CH:15][C:14]=2[OH:32])[CH:10]=[CH:11][CH:12]=1)[CH3:2], predict the reactants needed to synthesize it. The reactants are: [CH2:1]([NH:3][C:4](=[O:33])[NH:5][CH2:6][C:7]1[CH:8]=[C:9]([C:13]2[CH:18]=[CH:17][C:16]([C:19]([CH3:31])([CH3:30])[CH2:20][CH2:21][CH2:22][NH:23][C:24](=[O:29])C(C)(C)C)=[CH:15][C:14]=2[OH:32])[CH:10]=[CH:11][CH:12]=1)[CH3:2].[N:34]1(C(Cl)=O)[CH2:39][CH2:38][O:37][CH2:36][CH2:35]1.